From a dataset of NCI-60 drug combinations with 297,098 pairs across 59 cell lines. Regression. Given two drug SMILES strings and cell line genomic features, predict the synergy score measuring deviation from expected non-interaction effect. Drug 1: CC1C(C(CC(O1)OC2CC(CC3=C2C(=C4C(=C3O)C(=O)C5=C(C4=O)C(=CC=C5)OC)O)(C(=O)C)O)N)O.Cl. Drug 2: CC1=C(N=C(N=C1N)C(CC(=O)N)NCC(C(=O)N)N)C(=O)NC(C(C2=CN=CN2)OC3C(C(C(C(O3)CO)O)O)OC4C(C(C(C(O4)CO)O)OC(=O)N)O)C(=O)NC(C)C(C(C)C(=O)NC(C(C)O)C(=O)NCCC5=NC(=CS5)C6=NC(=CS6)C(=O)NCCC[S+](C)C)O. Cell line: NCI-H322M. Synergy scores: CSS=-1.16, Synergy_ZIP=0.178, Synergy_Bliss=-0.247, Synergy_Loewe=-1.82, Synergy_HSA=-1.35.